Dataset: Full USPTO retrosynthesis dataset with 1.9M reactions from patents (1976-2016). Task: Predict the reactants needed to synthesize the given product. (1) Given the product [CH3:14][N:13]1[C:9]([C:8]2[C:7]([OH:15])=[N:6][CH:5]=[N:4][C:3]=2[OH:2])=[N:10][CH:11]=[N:12]1, predict the reactants needed to synthesize it. The reactants are: C[O:2][C:3]1[C:8]([C:9]2[N:13]([CH3:14])[N:12]=[CH:11][N:10]=2)=[C:7]([O:15]C)[N:6]=[CH:5][N:4]=1.Cl. (2) Given the product [CH3:1][O:2][C:3](=[O:29])/[CH:4]=[CH:5]/[C:6]1[CH:7]=[C:8]2[C:25](=[CH:26][CH:27]=1)[O:24][C:11]1([CH2:12][CH2:13][N:14]([CH2:17][C:33]3[CH:38]=[CH:37][CH:36]=[CH:35][N:34]=3)[CH2:15][CH2:16]1)[CH2:10][C:9]2=[O:28], predict the reactants needed to synthesize it. The reactants are: [CH3:1][O:2][C:3](=[O:29])/[CH:4]=[CH:5]/[C:6]1[CH:7]=[C:8]2[C:25](=[CH:26][CH:27]=1)[O:24][C:11]1([CH2:16][CH2:15][N:14]([C:17](OC(C)(C)C)=O)[CH2:13][CH2:12]1)[CH2:10][C:9]2=[O:28].Cl.ClC[C:33]1[CH:38]=[CH:37][CH:36]=[CH:35][N:34]=1.